This data is from Full USPTO retrosynthesis dataset with 1.9M reactions from patents (1976-2016). The task is: Predict the reactants needed to synthesize the given product. Given the product [CH3:7][N:8]1[CH2:13][CH2:12][NH:11][C:10]2[N:15]=[C:16]([CH2:19][CH2:22][OH:23])[CH:17]=[CH:18][C:9]1=2, predict the reactants needed to synthesize it. The reactants are: [H-].[H-].[H-].[H-].[Li+].[Al+3].[CH3:7][N:8]1[CH2:13][C:12](=O)[NH:11][C:10]2[N:15]=[C:16]([CH3:19])[CH:17]=[CH:18][C:9]1=2.C1C[O:23][CH2:22]C1.